Dataset: Reaction yield outcomes from USPTO patents with 853,638 reactions. Task: Predict the reaction yield, written as a fraction of the theoretical maximum amount of product (1.0 means a 100% yield; for example, 0.34 means a 34% yield). The reactants are [NH2:1][CH2:2][CH:3]=[CH:4][C:5]1[NH:6][C:7](=[O:29])[C:8]2[C:9]3[N:18]([CH3:19])[C:17]([NH:20][C:21]4[CH:26]=[CH:25][C:24]([F:27])=[CH:23][C:22]=4[CH3:28])=[N:16][C:10]=3[CH:11]=[CH:12][C:13]=2[C:14]=1[CH3:15].[CH3:30][P:31]1(=[O:40])[CH2:36][CH2:35][CH:34]([C:37](O)=[O:38])[CH2:33][CH2:32]1.CN(C(ON1N=NC2C=CC=NC1=2)=[N+](C)C)C.F[P-](F)(F)(F)(F)F. The catalyst is C(N(CC)CC)C.CN(C)C=O. The product is [F:27][C:24]1[CH:25]=[CH:26][C:21]([NH:20][C:17]2[N:18]([CH3:19])[C:9]3[C:8]4[C:7](=[O:29])[NH:6][C:5]([CH:4]=[CH:3][CH2:2][NH:1][C:37]([CH:34]5[CH2:35][CH2:36][P:31]([CH3:30])(=[O:40])[CH2:32][CH2:33]5)=[O:38])=[C:14]([CH3:15])[C:13]=4[CH:12]=[CH:11][C:10]=3[N:16]=2)=[C:22]([CH3:28])[CH:23]=1. The yield is 0.260.